Dataset: Reaction yield outcomes from USPTO patents with 853,638 reactions. Task: Predict the reaction yield, written as a fraction of the theoretical maximum amount of product (1.0 means a 100% yield; for example, 0.34 means a 34% yield). The reactants are S(=O)(=O)(O)O.[Br:6][C:7]1[C:16]2[C:11](=[CH:12][C:13]([C:17]([OH:19])=[O:18])=[CH:14][CH:15]=2)[C:10](=[O:20])[NH:9][N:8]=1.[CH2:21](O)[CH3:22]. No catalyst specified. The product is [CH2:21]([O:18][C:17]([C:13]1[CH:12]=[C:11]2[C:16](=[CH:15][CH:14]=1)[C:7]([Br:6])=[N:8][NH:9][C:10]2=[O:20])=[O:19])[CH3:22]. The yield is 0.310.